This data is from Forward reaction prediction with 1.9M reactions from USPTO patents (1976-2016). The task is: Predict the product of the given reaction. (1) Given the reactants [CH3:1][O:2][C:3]1[C:8]([O:9][CH3:10])=C(O)C(C)=[CH:5][C:4]=1[OH:13].[CH3:14][C:15]([CH3:21])=[CH:16][C:17]([O:19][CH3:20])=[O:18].[CH3:22]S(O)(=O)=O, predict the reaction product. The product is: [OH:13][C:4]1[CH:5]=[C:14]2[C:20](=[C:8]([O:9][CH3:10])[C:3]=1[O:2][CH3:1])[O:19][C:17](=[O:18])[CH2:16][C:15]2([CH3:22])[CH3:21]. (2) Given the reactants [N:1]1[C:5]2[CH:6]=[CH:7][CH:8]=[CH:9][C:4]=2[NH:3][CH:2]=1.CS(O[CH2:15][CH2:16][S:17][S:18][CH2:19][CH2:20]OS(C)(=O)=O)(=O)=O, predict the reaction product. The product is: [N:1]1([CH2:15][CH2:16][S:17][S:18][CH2:19][CH2:20][N:1]2[C:5]3[CH:6]=[CH:7][CH:8]=[CH:9][C:4]=3[N:3]=[CH:2]2)[C:5]2[CH:6]=[CH:7][CH:8]=[CH:9][C:4]=2[N:3]=[CH:2]1. (3) Given the reactants [C:1]([O:8]CC)(=[O:7])[C:2](OCC)=O.[O-]CC.[K+].[N+:15]([C:18]1[CH:23]=[CH:22][CH:21]=[C:20]([CH3:24])[C:19]=1C)([O-:17])=[O:16], predict the reaction product. The product is: [CH3:24][C:20]1[CH:21]=[CH:22][CH:23]=[C:18]([N+:15]([O-:17])=[O:16])[C:19]=1[CH2:2][C:1]([OH:8])=[O:7].